Dataset: Catalyst prediction with 721,799 reactions and 888 catalyst types from USPTO. Task: Predict which catalyst facilitates the given reaction. Reactant: [NH2:1][C@H:2]([C:5]([OH:7])=[O:6])[CH2:3][SH:4].C(=O)(O)[O-].[Na+].[N:13]([CH2:16][CH2:17][NH:18][C:19](=[O:24])[CH2:20][CH2:21][CH2:22]Br)=[N+:14]=[N-:15]. Product: [NH2:1][C@H:2]([CH2:3][S:4][CH2:22][CH2:21][CH2:20][C:19](=[O:24])[NH:18][CH2:17][CH2:16][N:13]=[N+:14]=[N-:15])[C:5]([OH:7])=[O:6]. The catalyst class is: 12.